The task is: Regression. Given a peptide amino acid sequence and an MHC pseudo amino acid sequence, predict their binding affinity value. This is MHC class II binding data.. This data is from Peptide-MHC class II binding affinity with 134,281 pairs from IEDB. (1) The peptide sequence is VVFPASFFIKLPIILA. The MHC is DRB1_0701 with pseudo-sequence DRB1_0701. The binding affinity (normalized) is 0.152. (2) The peptide sequence is AVLVATNFFGINTIP. The MHC is HLA-DPA10301-DPB10402 with pseudo-sequence HLA-DPA10301-DPB10402. The binding affinity (normalized) is 0.901. (3) The peptide sequence is QWAQDLTLPWQSGSG. The MHC is DRB1_1301 with pseudo-sequence DRB1_1301. The binding affinity (normalized) is 0. (4) The peptide sequence is LLDNRSNHYEEVIAS. The MHC is DRB1_1501 with pseudo-sequence DRB1_1501. The binding affinity (normalized) is 0.246. (5) The peptide sequence is AIVREAIKRRLRTLI. The MHC is DRB1_0802 with pseudo-sequence DRB1_0802. The binding affinity (normalized) is 0.619. (6) The peptide sequence is WNRKELLVTFKNAHA. The MHC is DRB1_0401 with pseudo-sequence DRB1_0401. The binding affinity (normalized) is 0.954. (7) The peptide sequence is DHPGYELENDNQLLY. The MHC is DRB1_0405 with pseudo-sequence DRB1_0405. The binding affinity (normalized) is 0.465.